This data is from Peptide-MHC class II binding affinity with 134,281 pairs from IEDB. The task is: Regression. Given a peptide amino acid sequence and an MHC pseudo amino acid sequence, predict their binding affinity value. This is MHC class II binding data. (1) The peptide sequence is EKKYFACTQFEPLAA. The MHC is HLA-DQA10401-DQB10402 with pseudo-sequence HLA-DQA10401-DQB10402. The binding affinity (normalized) is 0.402. (2) The peptide sequence is EKKYFAATQFEPLAT. The MHC is HLA-DQA10501-DQB10301 with pseudo-sequence HLA-DQA10501-DQB10301. The binding affinity (normalized) is 0. (3) The peptide sequence is KFPKFNRVFEIEFDI. The MHC is HLA-DPA10201-DPB11401 with pseudo-sequence HLA-DPA10201-DPB11401. The binding affinity (normalized) is 0.357. (4) The peptide sequence is SGKLFMHVTLGSDVE. The MHC is DRB1_1501 with pseudo-sequence DRB1_1501. The binding affinity (normalized) is 0.262. (5) The peptide sequence is EKKYFAAWQFEPLAA. The MHC is HLA-DQA10301-DQB10302 with pseudo-sequence HLA-DQA10301-DQB10302. The binding affinity (normalized) is 0.305.